Regression. Given a peptide amino acid sequence and an MHC pseudo amino acid sequence, predict their binding affinity value. This is MHC class I binding data. From a dataset of Peptide-MHC class I binding affinity with 185,985 pairs from IEDB/IMGT. (1) The peptide sequence is KQNPDIVIY. The MHC is HLA-B54:01 with pseudo-sequence HLA-B54:01. The binding affinity (normalized) is 0. (2) The peptide sequence is NMKPNFWSR. The MHC is HLA-A33:01 with pseudo-sequence HLA-A33:01. The binding affinity (normalized) is 0.994. (3) The peptide sequence is DTRGIFSAY. The MHC is HLA-A26:01 with pseudo-sequence HLA-A26:01. The binding affinity (normalized) is 1.00. (4) The peptide sequence is RQADILRQF. The MHC is HLA-A68:02 with pseudo-sequence HLA-A68:02. The binding affinity (normalized) is 0.0847. (5) The peptide sequence is YLGHSAGFTA. The MHC is HLA-A02:01 with pseudo-sequence HLA-A02:01. The binding affinity (normalized) is 0.720. (6) The peptide sequence is LLKLWIDKV. The MHC is HLA-A24:02 with pseudo-sequence HLA-A24:02. The binding affinity (normalized) is 0.0847. (7) The MHC is HLA-A02:06 with pseudo-sequence HLA-A02:06. The binding affinity (normalized) is 0.257. The peptide sequence is FLGFLATAG.